Dataset: Forward reaction prediction with 1.9M reactions from USPTO patents (1976-2016). Task: Predict the product of the given reaction. Given the reactants [CH3:1][O:2][CH2:3][Si](C)(C)C.C([Li])(CC)C.[CH3:13][C:14]12[C:22](=O)[C:18]([CH3:24])([CH2:19][CH2:20][CH2:21]1)[CH2:17][N:16]([CH3:25])[CH2:15]2.[Cl-].[NH4+].C(=O)([O-])[O-].[K+].[K+], predict the reaction product. The product is: [CH3:13][C:14]12[C:22](=[CH:3][O:2][CH3:1])[C:18]([CH3:24])([CH2:19][CH2:20][CH2:21]1)[CH2:17][N:16]([CH3:25])[CH2:15]2.